From a dataset of Catalyst prediction with 721,799 reactions and 888 catalyst types from USPTO. Predict which catalyst facilitates the given reaction. (1) Reactant: [CH3:1][C@H:2]([O:6][C:7]1[CH:8]=[C:9]([CH:20]=[C:21]([O:23]CC2C=CC=CC=2)[CH:22]=1)[C:10]([NH:12][C:13]1[CH:18]=[N:17][C:16]([CH3:19])=[CH:15][N:14]=1)=[O:11])[CH2:3][O:4][CH3:5]. Product: [OH:23][C:21]1[CH:20]=[C:9]([CH:8]=[C:7]([O:6][C@@H:2]([CH3:1])[CH2:3][O:4][CH3:5])[CH:22]=1)[C:10]([NH:12][C:13]1[CH:18]=[N:17][C:16]([CH3:19])=[CH:15][N:14]=1)=[O:11]. The catalyst class is: 8. (2) Reactant: ClC1C(C2N3C=CC=CC3=NC=2)=NC(NC2C=CC([CH2:15][C:16]([N:18]3[CH2:23][CH2:22][NH:21][CH2:20][CH2:19]3)=[O:17])=CC=2OC)=NC=1.[Cl:35][C:36]1[C:37]([C:61]2[N:65]3[CH:66]=[CH:67][CH:68]=[CH:69][C:64]3=[N:63][CH:62]=2)=[N:38][C:39]([NH:42][C:43]2[CH:58]=[CH:57][C:46](OC3CCN(C(=O)C)CC3)=[CH:45][C:44]=2[O:59][CH3:60])=[N:40][CH:41]=1.O.C1(C)C=CC(S(O)(=O)=O)=CC=1.C[CH:83]([OH:87])CCC. Product: [Cl:35][C:36]1[C:37]([C:61]2[N:65]3[CH:66]=[CH:67][C:68]([CH2:83][OH:87])=[CH:69][C:64]3=[N:63][CH:62]=2)=[N:38][C:39]([NH:42][C:43]2[CH:58]=[CH:57][C:46]([N:21]3[CH2:20][CH2:19][N:18]([C:16](=[O:17])[CH3:15])[CH2:23][CH2:22]3)=[CH:45][C:44]=2[O:59][CH3:60])=[N:40][CH:41]=1. The catalyst class is: 4. (3) Reactant: [BH4-].[Li+].[C:3]([C:5]1[CH:14]=[CH:13][C:8]([C:9](OC)=[O:10])=[C:7]([CH:15]([CH3:17])[CH3:16])[CH:6]=1)#[N:4]. Product: [OH:10][CH2:9][C:8]1[CH:13]=[CH:14][C:5]([C:3]#[N:4])=[CH:6][C:7]=1[CH:15]([CH3:17])[CH3:16]. The catalyst class is: 7. (4) Reactant: C([O:3][C:4](=O)[CH2:5][C:6]1[C:7]([CH2:18][CH:19]([CH3:21])[CH3:20])=[N:8][N:9]([C:12]2[CH:17]=[CH:16][CH:15]=[CH:14][N:13]=2)[C:10]=1[CH3:11])C.[H-].C([Al+]CC(C)C)C(C)C. Product: [CH2:18]([C:7]1[C:6]([CH2:5][CH:4]=[O:3])=[C:10]([CH3:11])[N:9]([C:12]2[CH:17]=[CH:16][CH:15]=[CH:14][N:13]=2)[N:8]=1)[CH:19]([CH3:21])[CH3:20]. The catalyst class is: 7.